Regression. Given two drug SMILES strings and cell line genomic features, predict the synergy score measuring deviation from expected non-interaction effect. From a dataset of NCI-60 drug combinations with 297,098 pairs across 59 cell lines. (1) Drug 1: CS(=O)(=O)C1=CC(=C(C=C1)C(=O)NC2=CC(=C(C=C2)Cl)C3=CC=CC=N3)Cl. Drug 2: CC1=C2C(C(=O)C3(C(CC4C(C3C(C(C2(C)C)(CC1OC(=O)C(C(C5=CC=CC=C5)NC(=O)OC(C)(C)C)O)O)OC(=O)C6=CC=CC=C6)(CO4)OC(=O)C)O)C)O. Cell line: OVCAR-8. Synergy scores: CSS=51.3, Synergy_ZIP=14.1, Synergy_Bliss=15.5, Synergy_Loewe=-6.13, Synergy_HSA=15.1. (2) Synergy scores: CSS=3.41, Synergy_ZIP=-0.651, Synergy_Bliss=1.72, Synergy_Loewe=0.544, Synergy_HSA=0.300. Cell line: UACC-257. Drug 1: CC12CCC(CC1=CCC3C2CCC4(C3CC=C4C5=CN=CC=C5)C)O. Drug 2: C1CCC(C(C1)N)N.C(=O)(C(=O)[O-])[O-].[Pt+4]. (3) Drug 1: C(CC(=O)O)C(=O)CN.Cl. Drug 2: CCN(CC)CCCC(C)NC1=C2C=C(C=CC2=NC3=C1C=CC(=C3)Cl)OC. Cell line: EKVX. Synergy scores: CSS=15.3, Synergy_ZIP=-4.43, Synergy_Bliss=-5.52, Synergy_Loewe=-15.7, Synergy_HSA=-1.60. (4) Drug 1: C1CCN(CC1)CCOC2=CC=C(C=C2)C(=O)C3=C(SC4=C3C=CC(=C4)O)C5=CC=C(C=C5)O. Drug 2: CC(C1=C(C=CC(=C1Cl)F)Cl)OC2=C(N=CC(=C2)C3=CN(N=C3)C4CCNCC4)N. Cell line: LOX IMVI. Synergy scores: CSS=11.2, Synergy_ZIP=-2.14, Synergy_Bliss=1.40, Synergy_Loewe=0.885, Synergy_HSA=3.53. (5) Drug 1: CNC(=O)C1=CC=CC=C1SC2=CC3=C(C=C2)C(=NN3)C=CC4=CC=CC=N4. Drug 2: CC1=C2C(C(=O)C3(C(CC4C(C3C(C(C2(C)C)(CC1OC(=O)C(C(C5=CC=CC=C5)NC(=O)C6=CC=CC=C6)O)O)OC(=O)C7=CC=CC=C7)(CO4)OC(=O)C)O)C)OC(=O)C. Cell line: HCC-2998. Synergy scores: CSS=63.8, Synergy_ZIP=14.3, Synergy_Bliss=15.5, Synergy_Loewe=-9.06, Synergy_HSA=16.6.